This data is from Forward reaction prediction with 1.9M reactions from USPTO patents (1976-2016). The task is: Predict the product of the given reaction. (1) Given the reactants [CH:1]([C:3]1[CH:8]=[C:7]([O:9][CH3:10])[C:6]([O:11][C:12](=[O:14])[CH3:13])=[C:5]([O:15][CH3:16])[CH:4]=1)=[O:2].[BH4-].[Na+], predict the reaction product. The product is: [OH:2][CH2:1][C:3]1[CH:4]=[C:5]([O:15][CH3:16])[C:6]([O:11][C:12](=[O:14])[CH3:13])=[C:7]([O:9][CH3:10])[CH:8]=1. (2) Given the reactants Cl.C1([CH:8]([CH:12]2[CH2:17][CH2:16][N:15](C3C=CC(NC(C4C=CC=CC=4C4C=CC(C(F)(F)F)=CC=4)=O)=CC=3)[CH2:14][CH2:13]2)[C:9]([OH:11])=[O:10])C=CC=CC=1.C1CN([P+](ON2N=NC3C=CC=CC2=3)(N2CCCC2)N2CCCC2)CC1.F[P-](F)(F)(F)(F)F.C(N(CC)CC)C.OCC(OC)=O, predict the reaction product. The product is: [NH:15]1[CH2:16][CH2:17][CH:12]([CH2:8][C:9]([OH:11])=[O:10])[CH2:13][CH2:14]1. (3) Given the reactants [C:1]([N:4]1[CH2:9][CH2:8][CH:7]([CH2:10][C:11]([NH:13][C:14]2[CH:19]=[CH:18][C:17](Br)=[CH:16][CH:15]=2)=[O:12])[CH2:6][CH2:5]1)(=[O:3])[CH3:2].[F:21][C:22]1[C:27]([F:28])=[CH:26][CH:25]=[CH:24][C:23]=1B(O)O, predict the reaction product. The product is: [C:1]([N:4]1[CH2:9][CH2:8][CH:7]([CH2:10][C:11]([NH:13][C:14]2[CH:19]=[CH:18][C:17]([C:26]3[CH:25]=[CH:24][CH:23]=[C:22]([F:21])[C:27]=3[F:28])=[CH:16][CH:15]=2)=[O:12])[CH2:6][CH2:5]1)(=[O:3])[CH3:2]. (4) Given the reactants CN.Br[CH:4](Br)[C:5]1[CH:6]=[C:7]([CH:12]=[CH:13][CH:14]=1)[C:8]([O:10][CH3:11])=[O:9].[OH2:16], predict the reaction product. The product is: [CH:4]([C:5]1[CH:6]=[C:7]([CH:12]=[CH:13][CH:14]=1)[C:8]([O:10][CH3:11])=[O:9])=[O:16]. (5) The product is: [C:1]([O:5][C:6]([N:8]1[CH2:13][CH2:12][N:11]([CH3:21])[CH:10]([C:14]([OH:16])=[O:15])[CH2:9]1)=[O:7])([CH3:4])([CH3:2])[CH3:3]. Given the reactants [C:1]([O:5][C:6]([N:8]1[CH2:13][CH2:12][NH:11][CH:10]([C:14]([OH:16])=[O:15])[CH2:9]1)=[O:7])([CH3:4])([CH3:3])[CH3:2].C=O.[BH-](OC(C)=O)(OC(C)=O)O[C:21](C)=O.[Na+].C([O-])(O)=O.[Na+], predict the reaction product. (6) Given the reactants Cl.[N+:2]([C:5]1[CH:30]=[CH:29][C:8]([C:9]([O:11][C@H:12]2[C:16]3[N:17]=[CH:18][N:19]=[C:20]([N:21]4[CH2:27][CH2:26][CH2:25][NH:24][CH2:23][CH2:22]4)[C:15]=3[C@H:14]([CH3:28])[CH2:13]2)=[O:10])=[CH:7][CH:6]=1)([O-:4])=[O:3].[C:31]([O:35][C:36]([N:38]([CH:51]([CH3:53])[CH3:52])[CH2:39][CH:40]([C:44]1[CH:49]=[CH:48][C:47]([Cl:50])=[CH:46][CH:45]=1)[C:41](O)=[O:42])=[O:37])([CH3:34])([CH3:33])[CH3:32].ClCCl.CN(C(ON1N=NC2C=CC=CC1=2)=[N+](C)C)C.F[P-](F)(F)(F)(F)F, predict the reaction product. The product is: [N+:2]([C:5]1[CH:6]=[CH:7][C:8]([C:9]([O:11][C@H:12]2[C:16]3[N:17]=[CH:18][N:19]=[C:20]([N:21]4[CH2:27][CH2:26][CH2:25][N:24]([C:41](=[O:42])[C@@H:40]([C:44]5[CH:45]=[CH:46][C:47]([Cl:50])=[CH:48][CH:49]=5)[CH2:39][N:38]([C:36]([O:35][C:31]([CH3:32])([CH3:33])[CH3:34])=[O:37])[CH:51]([CH3:52])[CH3:53])[CH2:23][CH2:22]4)[C:15]=3[C@H:14]([CH3:28])[CH2:13]2)=[O:10])=[CH:29][CH:30]=1)([O-:4])=[O:3].